From a dataset of Forward reaction prediction with 1.9M reactions from USPTO patents (1976-2016). Predict the product of the given reaction. (1) Given the reactants C(=O)([O-])[O-].[Cs+].[Cs+].[CH2:7]([SH:10])[CH2:8][CH3:9].CN(C=O)C.[Cl:16][C:17]1[CH:22]=[C:21]([Cl:23])[CH:20]=[CH:19][C:18]=1[S:24]([NH:27][C:28]1[N:33]=[C:32](Cl)[C:31]([S:35][C:36]2[CH:41]=[CH:40][C:39]([S:42]([N:45]3[CH2:50][CH2:49][CH2:48][CH2:47][CH2:46]3)(=[O:44])=[O:43])=[CH:38][CH:37]=2)=[CH:30][N:29]=1)(=[O:26])=[O:25], predict the reaction product. The product is: [Cl:16][C:17]1[CH:22]=[C:21]([Cl:23])[CH:20]=[CH:19][C:18]=1[S:24]([NH:27][C:28]1[N:33]=[C:32]([S:10][CH2:7][CH2:8][CH3:9])[C:31]([S:35][C:36]2[CH:37]=[CH:38][C:39]([S:42]([N:45]3[CH2:50][CH2:49][CH2:48][CH2:47][CH2:46]3)(=[O:44])=[O:43])=[CH:40][CH:41]=2)=[CH:30][N:29]=1)(=[O:26])=[O:25]. (2) Given the reactants [CH2:1]([O:8][C:9](=[O:41])[NH:10][C@@H:11]1[CH2:17][CH2:16][CH2:15][N:14]([C:18]2[N:19]([CH3:40])[N:20]=[CH:21][C:22]=2[NH:23][C:24]([C:26]2[N:27]=[C:28](Br)[S:29][C:30]=2[NH:31][C:32]([O:34][C:35]([CH3:38])([CH3:37])[CH3:36])=[O:33])=[O:25])[CH2:13][CH2:12]1)[C:2]1[CH:7]=[CH:6][CH:5]=[CH:4][CH:3]=1.CC1(C)C(C)(C)OB([C:50]2[CH:55]=[CH:54][CH:53]=[C:52]([C:56]([F:59])([F:58])[F:57])[CH:51]=2)O1.C(=O)([O-])[O-].[Na+].[Na+].C([O-])(=O)C.[K+].ClCCl, predict the reaction product. The product is: [CH2:1]([O:8][C:9](=[O:41])[NH:10][C@@H:11]1[CH2:17][CH2:16][CH2:15][N:14]([C:18]2[N:19]([CH3:40])[N:20]=[CH:21][C:22]=2[NH:23][C:24]([C:26]2[N:27]=[C:28]([C:50]3[CH:55]=[CH:54][CH:53]=[C:52]([C:56]([F:59])([F:58])[F:57])[CH:51]=3)[S:29][C:30]=2[NH:31][C:32]([O:34][C:35]([CH3:38])([CH3:37])[CH3:36])=[O:33])=[O:25])[CH2:13][CH2:12]1)[C:2]1[CH:7]=[CH:6][CH:5]=[CH:4][CH:3]=1. (3) Given the reactants [N:1]([C:4]1[C:9]([F:10])=[CH:8][N:7]=[CH:6][C:5]=1[CH:11]=O)=[N+:2]=[N-:3].[NH2:13][C:14]1[C:21]([F:22])=[CH:20][CH:19]=[CH:18][C:15]=1[C:16]#[N:17].C(N(CC)CC)C, predict the reaction product. The product is: [N:1]([C:4]1[C:9]([F:10])=[CH:8][N:7]=[CH:6][C:5]=1/[CH:11]=[N:13]/[C:14]1[C:21]([F:22])=[CH:20][CH:19]=[CH:18][C:15]=1[C:16]#[N:17])=[N+:2]=[N-:3]. (4) Given the reactants [C:1]([C:4]1[O:8][C:7]([CH2:9][N:10]2[CH:14]=[C:13]([NH:15][C:16]([C:18]3[N:19]=[CH:20][O:21][C:22]=3[C:23]3[CH:28]=[CH:27][CH:26]=[C:25]([C:29]#[N:30])[CH:24]=3)=[O:17])[CH:12]=[N:11]2)=[CH:6][CH:5]=1)(=[O:3])[CH3:2].[NH4+].[OH-:32].Cl, predict the reaction product. The product is: [C:1]([C:4]1[O:8][C:7]([CH2:9][N:10]2[CH:14]=[C:13]([NH:15][C:16]([C:18]3[N:19]=[CH:20][O:21][C:22]=3[C:23]3[CH:28]=[CH:27][CH:26]=[C:25]([C:29](=[O:32])[NH2:30])[CH:24]=3)=[O:17])[CH:12]=[N:11]2)=[CH:6][CH:5]=1)(=[O:3])[CH3:2]. (5) The product is: [Si:8]([O:15][CH2:16][CH2:17][C:18]([CH3:3])=[CH:19][C:20]([O:22][CH2:23][CH3:24])=[O:21])([C:11]([CH3:14])([CH3:13])[CH3:12])([CH3:10])[CH3:9]. Given the reactants C[Li].[CH2:3](OCC)C.[Si:8]([O:15][CH2:16][CH2:17][C:18]#[C:19][C:20]([O:22][CH2:23][CH3:24])=[O:21])([C:11]([CH3:14])([CH3:13])[CH3:12])([CH3:10])[CH3:9].CO.Cl, predict the reaction product. (6) Given the reactants [Br:1][C:2]1[CH:7]=[C:6]([S:8]([CH3:11])(=[O:10])=[O:9])[CH:5]=[CH:4][C:3]=1[OH:12].Cl[CH2:14][CH:15]1[CH2:17][CH2:16]1.C([O-])([O-])=O.[K+].[K+], predict the reaction product. The product is: [Br:1][C:2]1[CH:7]=[C:6]([S:8]([CH3:11])(=[O:9])=[O:10])[CH:5]=[CH:4][C:3]=1[O:12][CH2:14][CH:15]1[CH2:17][CH2:16]1. (7) The product is: [CH:1]([C:3]1[CH:4]=[C:5]([CH:11]=[CH:12][CH:13]=1)[O:6][CH2:7][C:8]([Cl:17])=[O:9])=[O:2]. Given the reactants [CH:1]([C:3]1[CH:4]=[C:5]([CH:11]=[CH:12][CH:13]=1)[O:6][CH2:7][C:8](O)=[O:9])=[O:2].C(Cl)(=O)C([Cl:17])=O, predict the reaction product. (8) Given the reactants [Br-].[CH2:2]([O:12][C:13]1[CH:18]=[CH:17][CH:16]=[CH:15][C:14]=1[P+](CC1C=CC=CC=1)(C1C=CC=CC=1)C1C=CC=CC=1)[CH2:3][CH2:4][CH2:5][CH2:6][CH2:7][CH2:8][CH2:9][CH:10]=[CH2:11].C(=O)[C:40]1[CH:47]=[CH:46][C:43]([CH:44]=O)=[CH:42][CH:41]=1.[CH2:49]([OH:51])C.[O-][CH2:53]C.[Na+].O, predict the reaction product. The product is: [CH2:2]([O:12][C:13]1[CH:18]=[CH:17][CH:16]=[C:15]([CH:53]=[CH:44][C:43]2[CH:42]=[CH:41][CH:40]=[CH:47][CH:46]=2)[C:14]=1[CH:49]=[O:51])[CH2:3][CH2:4][CH2:5][CH2:6][CH2:7][CH2:8][CH2:9][CH:10]=[CH2:11]. (9) Given the reactants IC1C2C(=NC=NC=2N)N(C2CCC(N3CCN(C)CC3)CC2)N=1.CC1(C)C(C)(C)OB(C2C=CC([NH:39][C:40]3[O:41][C:42]4[CH:48]=[CH:47][C:46]([O:49][C:50]([F:53])([F:52])[F:51])=[CH:45][C:43]=4[N:44]=3)=CC=2)O1.C(=O)([O-])[O-].[Na+].[Na+], predict the reaction product. The product is: [F:53][C:50]([F:51])([F:52])[O:49][C:46]1[CH:47]=[CH:48][C:42]2[O:41][C:40]([NH2:39])=[N:44][C:43]=2[CH:45]=1. (10) The product is: [F:13][C:10]1[CH:9]=[CH:8][C:7]([C@@H:2]([NH:1][C:21](=[O:22])[C:20]([F:31])([F:30])[F:19])[C:3]([O:5][CH3:6])=[O:4])=[CH:12][CH:11]=1. Given the reactants [NH2:1][C@H:2]([C:7]1[CH:12]=[CH:11][C:10]([F:13])=[CH:9][CH:8]=1)[C:3]([O:5][CH3:6])=[O:4].O1CCCC1.[F:19][C:20]([F:31])([F:30])[C:21](O[C:21](=[O:22])[C:20]([F:31])([F:30])[F:19])=[O:22].C(=O)([O-])O.[K+], predict the reaction product.